Dataset: Catalyst prediction with 721,799 reactions and 888 catalyst types from USPTO. Task: Predict which catalyst facilitates the given reaction. (1) Reactant: Br[C:2]1[CH:3]=[C:4]([NH:22][CH:23]2[CH2:27][CH2:26][CH2:25][CH2:24]2)[C:5]([CH3:21])=[C:6]([CH:20]=1)[C:7]([NH:9][CH2:10][C:11]1[C:12](=[O:19])[NH:13][C:14]([CH3:18])=[CH:15][C:16]=1[CH3:17])=[O:8].[O:28]1[CH2:33][CH2:32][N:31]([CH2:34][C:35]2[CH:40]=[CH:39][C:38](B(O)O)=[CH:37][CH:36]=2)[CH2:30][CH2:29]1.C([O-])([O-])=O.[Na+].[Na+].C(Cl)Cl. Product: [CH:23]1([NH:22][C:4]2[C:5]([CH3:21])=[C:6]([C:7]([NH:9][CH2:10][C:11]3[C:12](=[O:19])[NH:13][C:14]([CH3:18])=[CH:15][C:16]=3[CH3:17])=[O:8])[CH:20]=[C:2]([C:38]3[CH:37]=[CH:36][C:35]([CH2:34][N:31]4[CH2:32][CH2:33][O:28][CH2:29][CH2:30]4)=[CH:40][CH:39]=3)[CH:3]=2)[CH2:27][CH2:26][CH2:25][CH2:24]1. The catalyst class is: 77. (2) Reactant: [C:1]([O:5][C:6]([NH:8][C:9]1[CH:14]=[C:13]([C:15]2[O:16][CH:17]=[C:18]([C:20]([O:22][CH2:23][CH3:24])=[O:21])[N:19]=2)[CH:12]=[CH:11][N:10]=1)=[O:7])([CH3:4])([CH3:3])[CH3:2].[H-].[Na+].FC(F)(F)S(O[CH2:33][CH:34]([F:36])[F:35])(=O)=O. Product: [C:1]([O:5][C:6]([N:8]([CH2:33][CH:34]([F:36])[F:35])[C:9]1[CH:14]=[C:13]([C:15]2[O:16][CH:17]=[C:18]([C:20]([O:22][CH2:23][CH3:24])=[O:21])[N:19]=2)[CH:12]=[CH:11][N:10]=1)=[O:7])([CH3:4])([CH3:3])[CH3:2]. The catalyst class is: 248. (3) Reactant: [OH:1][CH2:2][C:3]1[CH:4]=[C:5]([CH:8]=[C:9]([C:11]([F:14])([F:13])[F:12])[CH:10]=1)[C:6]#[N:7].CC(C)=[O:17].OS(O)(=O)=O.O=[Cr](=O)=O.O. Product: [C:6]([C:5]1[CH:4]=[C:3]([CH:10]=[C:9]([C:11]([F:12])([F:13])[F:14])[CH:8]=1)[C:2]([OH:17])=[O:1])#[N:7]. The catalyst class is: 21. (4) Reactant: P([O-])([O-])([O-])=O.[K+].[K+].[K+].[CH:9](B([CH:9]([CH2:11][CH3:12])[CH3:10])[CH:9]([CH2:11][CH3:12])[CH3:10])([CH2:11][CH3:12])[CH3:10].Br[C:23]1[CH:28]=[CH:27][C:26]([C:29]2[CH:34]=[CH:33][CH:32]=[CH:31][CH:30]=2)=[C:25]([CH2:35][NH:36][CH2:37][C@@H:38]([OH:53])[C@@H:39]([NH:49][C:50](=[O:52])[CH3:51])[CH2:40][C:41]2[CH:46]=[C:45]([F:47])[CH:44]=[C:43]([F:48])[CH:42]=2)[CH:24]=1. Product: [CH:9]([C:23]1[CH:28]=[CH:27][C:26]([C:29]2[CH:34]=[CH:33][CH:32]=[CH:31][CH:30]=2)=[C:25]([CH2:35][NH:36][CH2:37][C@@H:38]([OH:53])[C@@H:39]([NH:49][C:50](=[O:52])[CH3:51])[CH2:40][C:41]2[CH:46]=[C:45]([F:47])[CH:44]=[C:43]([F:48])[CH:42]=2)[CH:24]=1)([CH2:11][CH3:12])[CH3:10]. The catalyst class is: 56. (5) Reactant: [I:1][C:2]1[CH:3]=[C:4]2[C:8](=[CH:9][CH:10]=1)[NH:7][C:6](=[O:11])[C:5]2=O.[NH:13]([C:15](=[O:31])[CH2:16][S:17][C:18]1[CH:23]=[CH:22][C:21]([S:24]([NH2:27])(=[O:26])=[O:25])=[CH:20][C:19]=1[N+:28]([O-:30])=[O:29])[NH2:14]. Product: [I:1][C:2]1[CH:3]=[C:4]2[C:8](=[CH:9][CH:10]=1)[NH:7][C:6](=[O:11])[C:5]2=[N:14][NH:13][C:15](=[O:31])[CH2:16][S:17][C:18]1[CH:23]=[CH:22][C:21]([S:24]([NH2:27])(=[O:25])=[O:26])=[CH:20][C:19]=1[N+:28]([O-:30])=[O:29]. The catalyst class is: 15. (6) Reactant: [CH3:1][C:2]1[C:6]([C:7]([OH:9])=O)=[CH:5][O:4][N:3]=1.C1C=CC2N(O)N=NC=2C=1.CCN=C=NCCCN(C)C.[NH2:31][C@H:32]1[C:41]2[C:36](=[CH:37][CH:38]=[CH:39][CH:40]=2)[CH2:35][CH2:34][CH2:33]1. Product: [CH:32]1([NH:31][C:7]([C:6]2[C:2]([CH3:1])=[N:3][O:4][CH:5]=2)=[O:9])[C:41]2[C:36](=[CH:37][CH:38]=[CH:39][CH:40]=2)[CH2:35][CH2:34][CH2:33]1. The catalyst class is: 59.